From a dataset of Full USPTO retrosynthesis dataset with 1.9M reactions from patents (1976-2016). Predict the reactants needed to synthesize the given product. (1) Given the product [NH:21]1[C:29]2=[N:28][CH:27]=[CH:26][CH:25]=[C:24]2[C:23]([CH:30]=[C:12]2[O:11][C:10]([N:6]3[CH2:7][CH2:8][CH2:9][CH:4]([C:1](=[O:3])[NH2:2])[CH2:5]3)=[C:14]([C:15]([O:17][CH2:18][CH3:19])=[O:16])[C:13]2=[O:20])=[CH:22]1, predict the reactants needed to synthesize it. The reactants are: [C:1]([CH:4]1[CH2:9][CH2:8][CH2:7][N:6]([C:10]2[O:11][CH2:12][C:13](=[O:20])[C:14]=2[C:15]([O:17][CH2:18][CH3:19])=[O:16])[CH2:5]1)(=[O:3])[NH2:2].[NH:21]1[C:29]2[C:24](=[CH:25][CH:26]=[CH:27][N:28]=2)[C:23]([CH:30]=O)=[CH:22]1.N1CCCCC1. (2) Given the product [C:20]([O:19][C:17]([N:5]([C:6]1[CH:7]=[C:8]([CH:14]=[CH:15][N:16]=1)[C:9]([O:11][CH2:12][CH3:13])=[O:10])[S:2]([CH3:1])(=[O:3])=[O:4])=[O:18])([CH3:23])([CH3:22])[CH3:21], predict the reactants needed to synthesize it. The reactants are: [CH3:1][S:2]([NH:5][C:6]1[CH:7]=[C:8]([CH:14]=[CH:15][N:16]=1)[C:9]([O:11][CH2:12][CH3:13])=[O:10])(=[O:4])=[O:3].[C:17](O[C:17]([O:19][C:20]([CH3:23])([CH3:22])[CH3:21])=[O:18])([O:19][C:20]([CH3:23])([CH3:22])[CH3:21])=[O:18]. (3) Given the product [CH:1]1([CH2:4][N:5]2[C:9]3[CH:10]=[CH:11][C:12]([CH2:14][N:15]4[CH2:25][CH2:24][O:23][CH2:20][CH2:19]4)=[CH:13][C:8]=3[N:7]=[C:6]2[CH2:16][C:17]2[CH:18]=[CH:19][C:20]([O:23][CH2:24][CH3:25])=[CH:21][CH:22]=2)[CH2:3][CH2:2]1, predict the reactants needed to synthesize it. The reactants are: [CH:1]1([CH2:4][N:5]2[C:9]3[CH:10]=[CH:11][C:12]([C:14]#[N:15])=[CH:13][C:8]=3[N:7]=[C:6]2[CH2:16][C:17]2[CH:22]=[CH:21][C:20]([O:23][CH2:24][CH3:25])=[CH:19][CH:18]=2)[CH2:3][CH2:2]1.